This data is from Reaction yield outcomes from USPTO patents with 853,638 reactions. The task is: Predict the reaction yield, written as a fraction of the theoretical maximum amount of product (1.0 means a 100% yield; for example, 0.34 means a 34% yield). The reactants are C(OC([NH:11][N:12]([C:19](=[O:28])[C:20]1[CH:25]=[C:24]([CH3:26])[CH:23]=[C:22]([CH3:27])[CH:21]=1)[C:13]([CH3:18])([CH3:17])[CH2:14][O:15][CH3:16])=O)C1C=CC=CC=1.COC.C(Cl)Cl.[SiH](CC)(CC)CC.CCN(CC)CC. The catalyst is C([O-])(=O)C.[Pd+2].C([O-])(=O)C.CCCCCC.C(OCC)(=O)C. The product is [CH3:16][O:15][CH2:14][C:13]([N:12]([C:19](=[O:28])[C:20]1[CH:21]=[C:22]([CH3:27])[CH:23]=[C:24]([CH3:26])[CH:25]=1)[NH2:11])([CH3:18])[CH3:17]. The yield is 0.800.